From a dataset of Catalyst prediction with 721,799 reactions and 888 catalyst types from USPTO. Predict which catalyst facilitates the given reaction. (1) Reactant: [CH2:1]([O:8][C:9]1[CH:14]=[CH:13][C:12]([CH2:15]O)=[CH:11][CH:10]=1)[C:2]1[CH:7]=[CH:6][CH:5]=[CH:4][CH:3]=1.P(Br)(Br)[Br:18]. Product: [CH2:1]([O:8][C:9]1[CH:14]=[CH:13][C:12]([CH2:15][Br:18])=[CH:11][CH:10]=1)[C:2]1[CH:7]=[CH:6][CH:5]=[CH:4][CH:3]=1. The catalyst class is: 27. (2) The catalyst class is: 4. Reactant: [CH2:1]([S:3](Cl)(=[O:5])=[O:4])[CH3:2].[NH2:7][C:8]1[CH:9]=[C:10]([CH:14]2[CH2:23][C:22]([CH3:25])([CH3:24])[C:21]3[C:16](=[CH:17][CH:18]=[C:19]([C:26]#[N:27])[CH:20]=3)[NH:15]2)[CH:11]=[CH:12][CH:13]=1.N1C=CC=CC=1. Product: [C:26]([C:19]1[CH:20]=[C:21]2[C:16](=[CH:17][CH:18]=1)[NH:15][CH:14]([C:10]1[CH:9]=[C:8]([NH:7][S:3]([CH2:1][CH3:2])(=[O:5])=[O:4])[CH:13]=[CH:12][CH:11]=1)[CH2:23][C:22]2([CH3:25])[CH3:24])#[N:27]. (3) Reactant: C(OC([N:8]1[CH2:13][CH2:12][N:11]([C:14]2[CH:19]=[CH:18][C:17]([NH:20][C:21]3[C:22]4[N:23]([CH:46]=[CH:47][N:48]=4)[CH:24]=[C:25]([C:27]4[CH:32]=[CH:31][CH:30]=[C:29]([NH:33][C:34](=[O:45])[C:35]5[CH:40]=[CH:39][C:38]([C:41]([CH3:44])([CH3:43])[CH3:42])=[CH:37][CH:36]=5)[CH:28]=4)[N:26]=3)=[CH:16][CH:15]=2)[CH2:10][CH2:9]1)=O)(C)(C)C.Cl.O1CCOCC1.[OH-].[Na+]. Product: [C:41]([C:38]1[CH:37]=[CH:36][C:35]([C:34]([NH:33][C:29]2[CH:30]=[CH:31][CH:32]=[C:27]([C:25]3[N:26]=[C:21]([NH:20][C:17]4[CH:18]=[CH:19][C:14]([N:11]5[CH2:10][CH2:9][NH:8][CH2:13][CH2:12]5)=[CH:15][CH:16]=4)[C:22]4[N:23]([CH:46]=[CH:47][N:48]=4)[CH:24]=3)[CH:28]=2)=[O:45])=[CH:40][CH:39]=1)([CH3:44])([CH3:42])[CH3:43]. The catalyst class is: 280.